From a dataset of Forward reaction prediction with 1.9M reactions from USPTO patents (1976-2016). Predict the product of the given reaction. (1) Given the reactants [F:1][C:2]1[CH:3]=[CH:4][C:5]([O:10][C:11]2[CH:16]=[C:15]([CH3:17])[C:14]([N+:18]([O-])=O)=[CH:13][N:12]=2)=[C:6]([CH:9]=1)[C:7]#[N:8].Cl.[N:22]([O-])=O.[Na+].[N+]([O-])([O-])=O.[Na+].CC([O-])=O.[K+], predict the reaction product. The product is: [F:1][C:2]1[CH:3]=[CH:4][C:5]([O:10][C:11]2[CH:16]=[C:15]3[CH:17]=[N:22][NH:18][C:14]3=[CH:13][N:12]=2)=[C:6]([CH:9]=1)[C:7]#[N:8]. (2) Given the reactants [N+:1]([C:4]1[CH:11]=[C:8]([CH:9]=[O:10])[C:7]([OH:12])=[CH:6][CH:5]=1)([O-:3])=[O:2].Br[CH2:14][C:15]([O:17][CH2:18][CH3:19])=[O:16].C([O-])([O-])=O.[K+].[K+].[Na+].[I-], predict the reaction product. The product is: [CH2:18]([O:17][C:15]([CH2:14][O:12][C:7]1[CH:6]=[CH:5][C:4]([N+:1]([O-:3])=[O:2])=[CH:11][C:8]=1[CH:9]=[O:10])=[O:16])[CH3:19]. (3) Given the reactants [F:1][C:2]1[CH:7]=[CH:6][C:5]([S:8]([N:11]2[C:15]([C:16]3[CH:21]=[CH:20][CH:19]=[CH:18][CH:17]=3)=[CH:14][C:13]([CH:22]=O)=[CH:12]2)(=[O:10])=[O:9])=[CH:4][CH:3]=1.C([CH2:31][NH2:32])C1C=CC=CC=1.C(O[BH-](OC(=O)C)OC(=O)C)(=O)C.[Na+].C(=O)([O-])O.[Na+], predict the reaction product. The product is: [F:1][C:2]1[CH:7]=[CH:6][C:5]([S:8]([N:11]2[C:15]([C:16]3[CH:21]=[CH:20][CH:19]=[CH:18][CH:17]=3)=[CH:14][C:13]([CH2:22][NH:32][CH3:31])=[CH:12]2)(=[O:10])=[O:9])=[CH:4][CH:3]=1. (4) Given the reactants [F:1][C:2]1[CH:25]=[CH:24][C:5]([C:6]([C@@H:8]2[CH2:12][CH2:11][C:10](=[O:13])[N:9]2[CH2:14][CH2:15][NH:16][C:17](=[O:23])[O:18][C:19]([CH3:22])([CH3:21])[CH3:20])=[O:7])=[C:4]([CH3:26])[CH:3]=1, predict the reaction product. The product is: [F:1][C:2]1[CH:25]=[CH:24][C:5]([C@@H:6]([OH:7])[C@@H:8]2[CH2:12][CH2:11][C:10](=[O:13])[N:9]2[CH2:14][CH2:15][NH:16][C:17](=[O:23])[O:18][C:19]([CH3:21])([CH3:22])[CH3:20])=[C:4]([CH3:26])[CH:3]=1.